From a dataset of Catalyst prediction with 721,799 reactions and 888 catalyst types from USPTO. Predict which catalyst facilitates the given reaction. (1) Reactant: [NH2:1][C:2]1[CH:7]=[CH:6][C:5]([N:8]2[CH:13]=[CH:12][CH:11]=[N:10][C:9]2=[O:14])=[CH:4][CH:3]=1.N([O-])=O.[Na+].[N-:19]=[N+:20]=[N-].[Na+]. Product: [N:1]([C:2]1[CH:3]=[CH:4][C:5]([N:8]2[CH:13]=[CH:12][CH:11]=[N:10][C:9]2=[O:14])=[CH:6][CH:7]=1)=[N+:19]=[N-:20]. The catalyst class is: 484. (2) Reactant: [N:1]1[CH:6]=[CH:5][CH:4]=[CH:3][C:2]=1[C:7]1[CH:15]=[CH:14][C:10]([C:11]([OH:13])=O)=[CH:9][CH:8]=1.CCN(C(C)C)C(C)C.[C:25]([C:29]1[CH:35]=[CH:34][C:32]([NH2:33])=[CH:31][CH:30]=1)([CH3:28])([CH3:27])[CH3:26]. Product: [C:25]([C:29]1[CH:30]=[CH:31][C:32]([NH:33][C:11](=[O:13])[C:10]2[CH:9]=[CH:8][C:7]([C:2]3[CH:3]=[CH:4][CH:5]=[CH:6][N:1]=3)=[CH:15][CH:14]=2)=[CH:34][CH:35]=1)([CH3:28])([CH3:26])[CH3:27]. The catalyst class is: 820. (3) Reactant: [OH:1][CH2:2][CH2:3][CH2:4][CH2:5][CH2:6][S:7]([NH:10][CH3:11])(=[O:9])=[O:8].C(N(CC)CC)C.[C:19]1([CH3:29])[CH:24]=[CH:23][C:22]([S:25](Cl)(=[O:27])=[O:26])=[CH:21][CH:20]=1. Product: [CH3:29][C:19]1[CH:24]=[CH:23][C:22]([S:25]([O:1][CH2:2][CH2:3][CH2:4][CH2:5][CH2:6][S:7](=[O:9])(=[O:8])[NH:10][CH3:11])(=[O:27])=[O:26])=[CH:21][CH:20]=1. The catalyst class is: 1. (4) Reactant: C(O[C:4](=[O:22])[CH2:5][C:6]1[NH:10][C:9]2[CH:11]=[C:12]([N:15]3[CH2:20][CH2:19][N:18]([CH3:21])[CH2:17][CH2:16]3)[CH:13]=[CH:14][C:8]=2[N:7]=1)C.[NH2:23][C:24]1[CH:31]=[CH:30][CH:29]=[C:28]([F:32])[C:25]=1[C:26]#[N:27].C[Si]([N-][Si](C)(C)C)(C)C.[K+].[K]. The catalyst class is: 1. Product: [NH2:27][C:26]1[C:25]2[C:24](=[CH:31][CH:30]=[CH:29][C:28]=2[F:32])[NH:23][C:4](=[O:22])[C:5]=1[C:6]1[NH:10][C:9]2[CH:11]=[C:12]([N:15]3[CH2:16][CH2:17][N:18]([CH3:21])[CH2:19][CH2:20]3)[CH:13]=[CH:14][C:8]=2[N:7]=1.